From a dataset of Forward reaction prediction with 1.9M reactions from USPTO patents (1976-2016). Predict the product of the given reaction. (1) Given the reactants [Cl:1][C:2]1[S:6][C:5]([S:7]([NH:10][C:11]2[C:19]3[C:14](=[CH:15][CH:16]=[CH:17][C:18]=3[Cl:20])[N:13]([CH2:21][C:22]3[CH:27]=[CH:26][CH:25]=[C:24]([C:28]#[N:29])[CH:23]=3)[N:12]=2)(=[O:9])=[O:8])=[CH:4][CH:3]=1.[H-].[Al+3].[Li+].[H-].[H-].[H-], predict the reaction product. The product is: [NH2:29][CH2:28][C:24]1[CH:23]=[C:22]([CH2:21][N:13]2[C:14]3[C:19](=[C:18]([Cl:20])[CH:17]=[CH:16][CH:15]=3)[C:11]([NH:10][S:7]([C:5]3[S:6][C:2]([Cl:1])=[CH:3][CH:4]=3)(=[O:8])=[O:9])=[N:12]2)[CH:27]=[CH:26][CH:25]=1. (2) Given the reactants [C:1]([C:5]1[N:6]=[C:7]([N:14]2[CH2:20][C:16]3([CH2:19][O:18][CH2:17]3)[CH2:15]2)[C:8]2[CH:13]=[CH:12][NH:11][C:9]=2[N:10]=1)([CH3:4])([CH3:3])[CH3:2].[H-].[Na+].Br[CH2:24][C:25]1[CH:30]=[CH:29][CH:28]=[CH:27][C:26]=1[Cl:31].[NH4+].[Cl-], predict the reaction product. The product is: [C:1]([C:5]1[N:6]=[C:7]([N:14]2[CH2:15][C:16]3([CH2:17][O:18][CH2:19]3)[CH2:20]2)[C:8]2[CH:13]=[CH:12][N:11]([CH2:24][C:25]3[CH:30]=[CH:29][CH:28]=[CH:27][C:26]=3[Cl:31])[C:9]=2[N:10]=1)([CH3:4])([CH3:2])[CH3:3]. (3) Given the reactants [NH:1]1[C:9]2[C:4](=[CH:5][CH:6]=[CH:7][CH:8]=2)[C:3]([CH2:10][C@H:11]([NH:23][C:24](=[O:30])[O:25][C:26]([CH3:29])([CH3:28])[CH3:27])[CH2:12][O:13][C:14]2[CH:19]=[CH:18][CH:17]=[C:16]([N+:20]([O-])=O)[CH:15]=2)=[CH:2]1.C([O-])=O.[NH4+], predict the reaction product. The product is: [NH2:20][C:16]1[CH:15]=[C:14]([CH:19]=[CH:18][CH:17]=1)[O:13][CH2:12][C@@H:11]([NH:23][C:24](=[O:30])[O:25][C:26]([CH3:29])([CH3:27])[CH3:28])[CH2:10][C:3]1[C:4]2[C:9](=[CH:8][CH:7]=[CH:6][CH:5]=2)[NH:1][CH:2]=1. (4) Given the reactants Cl[C:2]1[CH:7]=[C:6]([NH2:8])[C:5]([C:9]2[CH:14]=[CH:13][C:12]([O:15][CH:16]([CH3:18])[CH3:17])=[C:11]([F:19])[CH:10]=2)=[CH:4][N:3]=1.[NH:20]1[CH2:25][CH2:24][O:23][CH2:22][CH2:21]1.C1(P(C2CCCCC2)C2C=CC=CC=2C2C(C(C)C)=CC(C(C)C)=CC=2C(C)C)CCCCC1.C[Si]([N-][Si](C)(C)C)(C)C.[Li+], predict the reaction product. The product is: [F:19][C:11]1[CH:10]=[C:9]([C:5]2[C:6]([NH2:8])=[CH:7][C:2]([N:20]3[CH2:25][CH2:24][O:23][CH2:22][CH2:21]3)=[N:3][CH:4]=2)[CH:14]=[CH:13][C:12]=1[O:15][CH:16]([CH3:18])[CH3:17]. (5) The product is: [NH2:23][C:21]1[N:20]=[C:17]2[CH:16]=[CH:15][C:14]([O:13][C:12]3[CH:29]=[CH:30][C:31]([F:32])=[C:10]([NH:9][C:7]([C:6]4[N:2]([CH3:1])[N:3]=[C:4]([CH3:33])[CH:5]=4)=[O:8])[CH:11]=3)=[CH:19][N:18]2[N:40]=1. Given the reactants [CH3:1][N:2]1[C:6]([C:7]([NH:9][C:10]2[CH:11]=[C:12]([CH:29]=[CH:30][C:31]=2[F:32])[O:13][C:14]2[CH:15]=[CH:16][C:17]([NH:20][C:21]([NH:23]C(=O)OCC)=S)=[N:18][CH:19]=2)=[O:8])=[CH:5][C:4]([CH3:33])=[N:3]1.[Cl-].O[NH3+].C([N:40](CC)C(C)C)(C)C.C(O)C, predict the reaction product. (6) Given the reactants [Cl:1][C:2]1[N:3]=[C:4]([C:12]([O:14][CH2:15][CH3:16])=C)[C:5]2[CH:10]=[CH:9][N:8]([CH3:11])[C:6]=2[N:7]=1.[Mn]([O-])(=O)(=O)=[O:18].[K+], predict the reaction product. The product is: [Cl:1][C:2]1[N:3]=[C:4]([C:12]([O:14][CH2:15][CH3:16])=[O:18])[C:5]2[CH:10]=[CH:9][N:8]([CH3:11])[C:6]=2[N:7]=1. (7) Given the reactants [F:1][C:2]1[C:7]([O:8]C)=[C:6]([F:10])[CH:5]=[CH:4][C:3]=1[CH:11]([NH:22][C:23]1[CH:32]=[CH:31][CH:30]=[C:29]2[C:24]=1[CH:25]=[CH:26][C:27]([CH3:33])=[N:28]2)[C:12]([CH2:18][S:19][CH2:20][CH3:21])([C:14]([F:17])([F:16])[F:15])[OH:13].B(Br)(Br)Br, predict the reaction product. The product is: [F:1][C:2]1[C:7]([OH:8])=[C:6]([F:10])[CH:5]=[CH:4][C:3]=1[CH:11]([NH:22][C:23]1[CH:32]=[CH:31][CH:30]=[C:29]2[C:24]=1[CH:25]=[CH:26][C:27]([CH3:33])=[N:28]2)[C:12]([CH2:18][S:19][CH2:20][CH3:21])([C:14]([F:16])([F:15])[F:17])[OH:13].